From a dataset of Reaction yield outcomes from USPTO patents with 853,638 reactions. Predict the reaction yield, written as a fraction of the theoretical maximum amount of product (1.0 means a 100% yield; for example, 0.34 means a 34% yield). The reactants are [CH3:1][N:2]1[CH2:7][CH2:6][N:5]([C:8]2[N:13]3[C:14]([CH2:30][OH:31])=[C:15]([CH2:17][N:18]([CH3:29])[C@@H:19]4[C:28]5[N:27]=[CH:26][CH:25]=[CH:24][C:23]=5[CH2:22][CH2:21][CH2:20]4)[N:16]=[C:12]3[CH:11]=[CH:10][CH:9]=2)[CH2:4][CH2:3]1. The catalyst is ClCCl. The product is [CH3:1][N:2]1[CH2:7][CH2:6][N:5]([C:8]2[N:13]3[C:14]([CH:30]=[O:31])=[C:15]([CH2:17][N:18]([CH3:29])[C@@H:19]4[C:28]5[N:27]=[CH:26][CH:25]=[CH:24][C:23]=5[CH2:22][CH2:21][CH2:20]4)[N:16]=[C:12]3[CH:11]=[CH:10][CH:9]=2)[CH2:4][CH2:3]1. The yield is 0.580.